This data is from Forward reaction prediction with 1.9M reactions from USPTO patents (1976-2016). The task is: Predict the product of the given reaction. Given the reactants [C:1](#[N:5])[CH2:2][C:3]#[N:4].[N-:6]=[N+:7]=[N-:8].[Na+].[Cl-].[NH4+].C(N(CC)CC)C.[C:19](Cl)([C:32]1[CH:37]=[CH:36][CH:35]=[CH:34][CH:33]=1)([C:26]1[CH:31]=[CH:30][CH:29]=[CH:28][CH:27]=1)[C:20]1[CH:25]=[CH:24][CH:23]=[CH:22][CH:21]=1, predict the reaction product. The product is: [C:19]([N:8]1[N:7]=[N:6][C:3]([CH2:2][C:1]#[N:5])=[N:4]1)([C:20]1[CH:25]=[CH:24][CH:23]=[CH:22][CH:21]=1)([C:32]1[CH:33]=[CH:34][CH:35]=[CH:36][CH:37]=1)[C:26]1[CH:27]=[CH:28][CH:29]=[CH:30][CH:31]=1.